This data is from Ames mutagenicity test results for genotoxicity prediction. The task is: Regression/Classification. Given a drug SMILES string, predict its toxicity properties. Task type varies by dataset: regression for continuous values (e.g., LD50, hERG inhibition percentage) or binary classification for toxic/non-toxic outcomes (e.g., AMES mutagenicity, cardiotoxicity, hepatotoxicity). Dataset: ames. The molecule is CC(C)CCO. The result is 0 (non-mutagenic).